Dataset: Forward reaction prediction with 1.9M reactions from USPTO patents (1976-2016). Task: Predict the product of the given reaction. (1) Given the reactants [F:1][C:2]1[C:12]([NH:13][CH2:14][C:15]2[CH:20]=[C:19]([C:21]3[CH:26]=[CH:25][CH:24]=[C:23]([F:27])[CH:22]=3)[CH:18]=[CH:17][C:16]=2[F:28])=[C:11]([F:29])[CH:10]=[CH:9][C:3]=1[O:4][CH2:5][C:6]([OH:8])=[O:7].[OH:30][CH2:31][C:32]([CH2:37]O)([CH2:35][OH:36])[CH2:33][OH:34].CN(C(ON1N=NC2C=CC=NC1=2)=[N+](C)C)C.F[P-](F)(F)(F)(F)F, predict the reaction product. The product is: [OH:30][CH2:31][C:32]([CH2:35][OH:36])([CH2:33][OH:34])[CH2:37][O:7][C:6](=[O:8])[CH2:5][O:4][C:3]1[CH:9]=[CH:10][C:11]([F:29])=[C:12]([NH:13][CH2:14][C:15]2[CH:20]=[C:19]([C:21]3[CH:26]=[CH:25][CH:24]=[C:23]([F:27])[CH:22]=3)[CH:18]=[CH:17][C:16]=2[F:28])[C:2]=1[F:1]. (2) The product is: [Br:1][C:2]1[C:3]([Cl:20])=[N:4][C:5]([C:8]2[CH:13]=[C:12]([Cl:14])[CH:11]=[CH:10][C:9]=2[O:15][CH3:16])=[N:6][CH:7]=1. Given the reactants [Br:1][C:2]1[C:3](O)=[N:4][C:5]([C:8]2[CH:13]=[C:12]([Cl:14])[CH:11]=[CH:10][C:9]=2[O:15][CH3:16])=[N:6][CH:7]=1.P(Cl)(Cl)([Cl:20])=O, predict the reaction product. (3) Given the reactants [CH3:1][C:2]1[C:7](=[O:8])[N:6]([C:9]2[CH:14]=[CH:13][CH:12]=[C:11]([NH:15][C:16](=[O:25])[C:17]3[CH:22]=[C:21]([Cl:23])[CH:20]=[C:19]([Cl:24])[CH:18]=3)[CH:10]=2)[C:5]2[N:26]=[CH:27][CH:28]=[CH:29][C:4]=2[N:3]=1.[Br:30]N1C(=O)CCC1=O.C(OOC(=O)C1C=CC=CC=1)(=O)C1C=CC=CC=1, predict the reaction product. The product is: [Br:30][CH2:1][C:2]1[C:7](=[O:8])[N:6]([C:9]2[CH:14]=[CH:13][CH:12]=[C:11]([NH:15][C:16](=[O:25])[C:17]3[CH:22]=[C:21]([Cl:23])[CH:20]=[C:19]([Cl:24])[CH:18]=3)[CH:10]=2)[C:5]2[N:26]=[CH:27][CH:28]=[CH:29][C:4]=2[N:3]=1. (4) Given the reactants CS(C)=O.C(Cl)(=O)C(Cl)=O.[OH:11][CH2:12][C:13]1([C:16]([O:18][C:19]([CH3:22])([CH3:21])[CH3:20])=[O:17])[CH2:15][CH2:14]1.C(N(CC)C(C)C)(C)C.C([O-])(O)=O.[Na+], predict the reaction product. The product is: [CH:12]([C:13]1([C:16]([O:18][C:19]([CH3:22])([CH3:21])[CH3:20])=[O:17])[CH2:14][CH2:15]1)=[O:11]. (5) Given the reactants [Br:1][C:2]1[CH:3]=[CH:4][C:5]([Cl:14])=[C:6]([CH:13]=1)[C:7]([NH:9][CH2:10][CH:11]=O)=[O:8].Cl.[NH2:16][OH:17].[C:18]([O-:21])(=O)C.[Na+], predict the reaction product. The product is: [Br:1][C:2]1[CH:3]=[CH:4][C:5]([Cl:14])=[C:6]([CH:13]=1)[C:7]([NH:9][CH2:10][CH2:11][N:16]([CH:18]=[O:21])[OH:17])=[O:8]. (6) Given the reactants [Cl:1][C:2]1[CH:7]=[CH:6][C:5]([C@H:8]([NH:11][C:12]([CH3:18])([CH3:17])[CH2:13][C:14]([OH:16])=O)[CH2:9][CH3:10])=[C:4]([F:19])[C:3]=1[C:20]([C:22]1[CH:23]=[N:24][CH:25]=[CH:26][CH:27]=1)=[O:21].CC[N:30](C(C)C)C(C)C.[Cl-].[NH4+].CN(C(ON1N=NC2C=CC=NC1=2)=[N+](C)C)C.F[P-](F)(F)(F)(F)F, predict the reaction product. The product is: [Cl:1][C:2]1[CH:7]=[CH:6][C:5]([C@H:8]([NH:11][C:12]([CH3:17])([CH3:18])[CH2:13][C:14]([NH2:30])=[O:16])[CH2:9][CH3:10])=[C:4]([F:19])[C:3]=1[C:20]([C:22]1[CH:23]=[N:24][CH:25]=[CH:26][CH:27]=1)=[O:21]. (7) Given the reactants [NH2:1][CH:2]([C:10]1[C:15]([O:16][CH3:17])=[CH:14][CH:13]=[CH:12][C:11]=1[O:18][CH3:19])[CH2:3][CH2:4][CH2:5][C:6]([O:8]C)=O.[CH3:20][C:21]1[S:22][C:23]2[CH:29]=[CH:28][C:27]([CH:30]=O)=[CH:26][C:24]=2[N:25]=1, predict the reaction product. The product is: [CH3:19][O:18][C:11]1[CH:12]=[CH:13][CH:14]=[C:15]([O:16][CH3:17])[C:10]=1[CH:2]1[N:1]([CH2:30][C:27]2[CH:28]=[CH:29][C:23]3[S:22][C:21]([CH3:20])=[N:25][C:24]=3[CH:26]=2)[C:6](=[O:8])[CH2:5][CH2:4][CH2:3]1.